Dataset: Peptide-MHC class I binding affinity with 185,985 pairs from IEDB/IMGT. Task: Regression. Given a peptide amino acid sequence and an MHC pseudo amino acid sequence, predict their binding affinity value. This is MHC class I binding data. The peptide sequence is KEKVVGRII. The MHC is HLA-B40:01 with pseudo-sequence HLA-B40:01. The binding affinity (normalized) is 0.264.